From a dataset of Forward reaction prediction with 1.9M reactions from USPTO patents (1976-2016). Predict the product of the given reaction. (1) Given the reactants [C:1]1([N:7]2[C:11]([CH2:12][CH2:13][CH:14]=O)=[CH:10][C:9]([CH2:16][CH2:17][CH3:18])=[N:8]2)[CH:6]=[CH:5][CH:4]=[CH:3][CH:2]=1.[Cl:19][C:20]1[CH:25]=[CH:24][C:23]([N:26]2[CH2:31][CH2:30][NH:29][CH2:28][CH2:27]2)=[CH:22][CH:21]=1.CCN(C(C)C)C(C)C.[BH-](OC(C)=O)(OC(C)=O)OC(C)=O.[Na+], predict the reaction product. The product is: [Cl:19][C:20]1[CH:21]=[CH:22][C:23]([N:26]2[CH2:31][CH2:30][N:29]([CH2:14][CH2:13][CH2:12][C:11]3[N:7]([C:1]4[CH:6]=[CH:5][CH:4]=[CH:3][CH:2]=4)[N:8]=[C:9]([CH2:16][CH2:17][CH3:18])[CH:10]=3)[CH2:28][CH2:27]2)=[CH:24][CH:25]=1. (2) Given the reactants [CH3:1][O:2][CH:3]([C:5]1[CH:14]=[CH:13][C:8]([C:9]([O:11]C)=[O:10])=[CH:7][CH:6]=1)[CH3:4].[OH-].[Li+].Cl.[CH3:18]O, predict the reaction product. The product is: [CH2:1]([O:2][CH:3]([C:5]1[CH:14]=[CH:13][C:8]([C:9]([OH:11])=[O:10])=[CH:7][CH:6]=1)[CH3:4])[CH3:18]. (3) Given the reactants C[O:2][C:3]1[C:12]2[C:7](=[CH:8][CH:9]=[CH:10][CH:11]=2)[C:6]([C:13]([OH:15])=[O:14])=[CH:5][CH:4]=1.B(Br)(Br)Br, predict the reaction product. The product is: [OH:2][C:3]1[C:12]2[C:7](=[CH:8][CH:9]=[CH:10][CH:11]=2)[C:6]([C:13]([OH:15])=[O:14])=[CH:5][CH:4]=1. (4) Given the reactants [Cl:1][C:2]1[CH:7]=[C:6]([CH3:8])[C:5]([O:9][CH2:10]C(O)=O)=[C:4]([CH:14]=O)[CH:3]=1.C([O-])(=O)C.[Na+].[OH-].[Na+], predict the reaction product. The product is: [Cl:1][C:2]1[CH:3]=[C:4]([CH3:14])[C:5]2[O:9][CH:10]=[CH:8][C:6]=2[CH:7]=1. (5) Given the reactants [CH2:1]([C@H:3]1[C:11]2[C:6](=[CH:7][C:8]([C:12](=[O:31])[NH:13][C@H:14]([C:20]3[CH:25]=[CH:24][C:23]([S:26]([CH2:29][CH3:30])(=[O:28])=[O:27])=[CH:22][CH:21]=3)[CH2:15][C:16]([O:18][CH3:19])=[O:17])=[CH:9][CH:10]=2)[CH2:5][N:4]1C(OC(C)(C)C)=O)[CH3:2].Cl.O1CCOCC1, predict the reaction product. The product is: [CH2:1]([C@H:3]1[C:11]2[C:6](=[CH:7][C:8]([C:12]([NH:13][C@H:14]([C:20]3[CH:21]=[CH:22][C:23]([S:26]([CH2:29][CH3:30])(=[O:28])=[O:27])=[CH:24][CH:25]=3)[CH2:15][C:16]([O:18][CH3:19])=[O:17])=[O:31])=[CH:9][CH:10]=2)[CH2:5][NH:4]1)[CH3:2]. (6) Given the reactants N#N.[C:3]([O-:7])(=[O:6])[CH:4]=[CH2:5].[Na+].Cl[CH2:10][CH2:11][CH2:12][Si:13]([O:20][CH2:21][CH3:22])([O:17][CH2:18][CH3:19])[O:14][CH2:15][CH3:16].C1C2NC3C(=CC=CC=3)SC=2C=CC=1, predict the reaction product. The product is: [C:3]([O:7][CH2:10][CH2:11][CH2:12][Si:13]([O:14][CH2:15][CH3:16])([O:20][CH2:21][CH3:22])[O:17][CH2:18][CH3:19])(=[O:6])[CH:4]=[CH2:5]. (7) Given the reactants NC(N)=O.[C:5]([O:9][C:10]([NH:12][CH:13]([C:31]([OH:33])=[O:32])[CH2:14][CH2:15][CH2:16][CH2:17][NH:18][S:19]([C:22]1[C:27]([Cl:28])=[CH:26][CH:25]=[C:24]([NH2:29])[C:23]=1[OH:30])(=[O:21])=[O:20])=[O:11])([CH3:8])([CH3:7])[CH3:6].[Br:34][C:35]1[CH:40]=[CH:39][CH:38]=[CH:37][C:36]=1[N:41]=[C:42]=[O:43], predict the reaction product. The product is: [Br:34][C:35]1[CH:40]=[CH:39][CH:38]=[CH:37][C:36]=1[NH:41][C:42]([NH:29][C:24]1[CH:25]=[CH:26][C:27]([Cl:28])=[C:22]([S:19]([NH:18][CH2:17][CH2:16][CH2:15][CH2:14][CH:13]([NH:12][C:10]([O:9][C:5]([CH3:8])([CH3:6])[CH3:7])=[O:11])[C:31]([OH:33])=[O:32])(=[O:20])=[O:21])[C:23]=1[OH:30])=[O:43].